From a dataset of Full USPTO retrosynthesis dataset with 1.9M reactions from patents (1976-2016). Predict the reactants needed to synthesize the given product. (1) Given the product [N+:19]([C:14]1[CH:15]=[CH:16][CH:17]=[CH:18][C:13]=1[O:1][CH2:2][CH2:3][N:4]1[CH2:9][CH2:8][O:7][CH2:6][CH2:5]1)([O-:21])=[O:20], predict the reactants needed to synthesize it. The reactants are: [OH:1][CH2:2][CH2:3][N:4]1[CH2:9][CH2:8][O:7][CH2:6][CH2:5]1.[H-].[Na+].F[C:13]1[CH:18]=[CH:17][CH:16]=[CH:15][C:14]=1[N+:19]([O-:21])=[O:20].Cl. (2) Given the product [F:73][C:72]([F:74])([F:75])[C:71]([C:68]1[CH:67]=[CH:66][C:65]([N:12]2[CH2:11][CH2:10][N:9]([S:13]([C:16]3[S:17][CH:18]=[CH:19][CH:20]=3)(=[O:15])=[O:14])[CH2:8][CH:7]2[CH2:6][C:5]2[CH:21]=[CH:22][CH:23]=[C:3]([O:2][CH3:1])[CH:4]=2)=[CH:70][CH:69]=1)([OH:80])[C:76]([F:77])([F:79])[F:78], predict the reactants needed to synthesize it. The reactants are: [CH3:1][O:2][C:3]1[CH:4]=[C:5]([CH:21]=[CH:22][CH:23]=1)[CH2:6][CH:7]1[NH:12][CH2:11][CH2:10][N:9]([S:13]([C:16]2[S:17][CH:18]=[CH:19][CH:20]=2)(=[O:15])=[O:14])[CH2:8]1.C1(P(C2CCCCC2)C2C=CC=CC=2C2C(C(C)C)=CC(C(C)C)=CC=2C(C)C)CCCCC1.CC(C)([O-])C.[Na+].Br[C:65]1[CH:70]=[CH:69][C:68]([C:71]([OH:80])([C:76]([F:79])([F:78])[F:77])[C:72]([F:75])([F:74])[F:73])=[CH:67][CH:66]=1. (3) Given the product [C:1]([C@H:3]1[O:8][C:7]([CH3:10])([CH3:9])[O:6][C@@H:5]([CH2:11][C:12]([O:14][CH2:16][CH3:17])=[O:13])[CH2:4]1)#[CH:2], predict the reactants needed to synthesize it. The reactants are: [C:1]([C@H:3]1[O:8][C:7]([CH3:10])([CH3:9])[O:6][C@@H:5]([CH2:11][C:12]([OH:14])=[O:13])[CH2:4]1)#[CH:2].I[CH2:16][CH3:17].N12CCCN=C1CCCCC2. (4) The reactants are: [Br:1][C:2]1[CH:3]=[C:4]([NH2:8])[CH:5]=[CH:6][CH:7]=1.[CH:9]12[CH2:14][CH:13]1[C:12](=[O:15])[O:11][C:10]2=O.C(N1C=CN=C1)(N1C=CN=C1)=O. Given the product [Br:1][C:2]1[CH:3]=[C:4]([N:8]2[C:10](=[O:11])[CH:9]3[CH:13]([CH2:14]3)[C:12]2=[O:15])[CH:5]=[CH:6][CH:7]=1, predict the reactants needed to synthesize it. (5) Given the product [Br:13][C:14]1[CH:15]=[CH:16][C:17]([F:28])=[C:18]([CH:20]=[CH:21][C:22](=[O:23])[C:3]([F:6])([F:5])[C:2]([F:8])([F:7])[F:1])[CH:19]=1, predict the reactants needed to synthesize it. The reactants are: [F:1][C:2]([F:8])([F:7])[C:3]([F:6])([F:5])I.C[Li].[Br-].[Li+].[Br:13][C:14]1[CH:15]=[CH:16][C:17]([F:28])=[C:18]([CH:20]=[CH:21][C:22](N(OC)C)=[O:23])[CH:19]=1.